This data is from Full USPTO retrosynthesis dataset with 1.9M reactions from patents (1976-2016). The task is: Predict the reactants needed to synthesize the given product. (1) Given the product [Br:1][C:2]1[CH:14]=[C:13]2[C:5]([C:6]3[C:7](=[O:22])[C:8]4[CH:20]=[C:19]([O:21][CH2:48][C@H:46]5[CH2:45][O:44][C:43]([CH3:50])([CH3:42])[O:47]5)[CH:18]=[CH:17][C:9]=4[C:10]([CH3:16])([CH3:15])[C:11]=3[NH:12]2)=[CH:4][CH:3]=1, predict the reactants needed to synthesize it. The reactants are: [Br:1][C:2]1[CH:14]=[C:13]2[C:5]([C:6]3[C:7](=[O:22])[C:8]4[CH:20]=[C:19]([OH:21])[CH:18]=[CH:17][C:9]=4[C:10]([CH3:16])([CH3:15])[C:11]=3[NH:12]2)=[CH:4][CH:3]=1.C1(P(C2C=CC=CC=2)C2C=CC=CC=2)C=CC=CC=1.[CH3:42][C:43]1([CH3:50])[O:47][C@@H:46]([CH2:48]O)[CH2:45][O:44]1.C(OC(N=NC(OC(C)C)=O)=O)(C)C. (2) Given the product [NH:20]([C:2]1[CH:7]=[C:6]([C:8]2[CH:13]=[CH:12][CH:11]=[CH:10][N:9]=2)[N:5]=[C:4]([C:14]2[CH:19]=[CH:18][CH:17]=[CH:16][N:15]=2)[CH:3]=1)[NH2:21], predict the reactants needed to synthesize it. The reactants are: Cl[C:2]1[CH:7]=[C:6]([C:8]2[CH:13]=[CH:12][CH:11]=[CH:10][N:9]=2)[N:5]=[C:4]([C:14]2[CH:19]=[CH:18][CH:17]=[CH:16][N:15]=2)[CH:3]=1.[NH2:20][NH2:21]. (3) Given the product [F:24][C:25]1[CH:30]=[C:29]([S:31]([CH3:34])(=[O:33])=[O:32])[CH:28]=[CH:27][C:26]=1[C:2]1[CH:3]=[CH:4][C:5]2[O:9][C:8]([CH:10]3[CH2:15][CH2:14][N:13]([C:16]([O:18][C:19]([CH3:22])([CH3:20])[CH3:21])=[O:17])[CH2:12][CH2:11]3)=[N:7][C:6]=2[CH:23]=1, predict the reactants needed to synthesize it. The reactants are: Br[C:2]1[CH:3]=[CH:4][C:5]2[O:9][C:8]([CH:10]3[CH2:15][CH2:14][N:13]([C:16]([O:18][C:19]([CH3:22])([CH3:21])[CH3:20])=[O:17])[CH2:12][CH2:11]3)=[N:7][C:6]=2[CH:23]=1.[F:24][C:25]1[CH:30]=[C:29]([S:31]([CH3:34])(=[O:33])=[O:32])[CH:28]=[CH:27][C:26]=1B1OC(C)(C)C(C)(C)O1.